This data is from Forward reaction prediction with 1.9M reactions from USPTO patents (1976-2016). The task is: Predict the product of the given reaction. (1) Given the reactants [NH2:1][C@@H:2]([CH2:33][C:34]1[CH:39]=[CH:38][CH:37]=[CH:36][CH:35]=1)[C@@H:3]([OH:32])[CH2:4][C@@H:5]([NH:19][C:20]([C@@H:22]([NH:27][C:28](=[O:31])[O:29][CH3:30])[C:23]([CH3:26])([CH3:25])[CH3:24])=[O:21])[CH2:6][C:7]1[CH:12]=[CH:11][C:10]([C:13]2[CH:18]=[CH:17][CH:16]=[CH:15][N:14]=2)=[CH:9][CH:8]=1.[CH2:40]([N:47]([CH3:59])[C:48]([NH:50][C@@H:51]([C:55]([CH3:58])([CH3:57])[CH3:56])[C:52](O)=[O:53])=[O:49])[C:41]1[CH:46]=[CH:45][CH:44]=[CH:43][CH:42]=1.CCOP(ON1N=NC2C=CC=CC=2C1=O)(OCC)=O.C(N(CC)C(C)C)(C)C, predict the reaction product. The product is: [CH3:30][O:29][C:28](=[O:31])[NH:27][C@@H:22]([C:23]([CH3:26])([CH3:25])[CH3:24])[C:20](=[O:21])[NH:19][C@@H:5]([CH2:6][C:7]1[CH:12]=[CH:11][C:10]([C:13]2[CH:18]=[CH:17][CH:16]=[CH:15][N:14]=2)=[CH:9][CH:8]=1)[CH2:4][C@H:3]([OH:32])[C@H:2]([CH2:33][C:34]1[CH:35]=[CH:36][CH:37]=[CH:38][CH:39]=1)[NH:1][C:52](=[O:53])[C@H:51]([C:55]([CH3:57])([CH3:56])[CH3:58])[NH:50][C:48](=[O:49])[N:47]([CH3:59])[CH2:40][C:41]1[CH:46]=[CH:45][CH:44]=[CH:43][CH:42]=1. (2) Given the reactants [F:1][C:2]1[CH:3]=[CH:4][C:5]([N:8]2[CH:12]=[C:11]([CH:13]=O)[CH:10]=[N:9]2)=[N:6][CH:7]=1.[N+:15]([CH2:18][CH3:19])([O-:17])=[O:16].C(O)=O.NCCO, predict the reaction product. The product is: [F:1][C:2]1[CH:3]=[CH:4][C:5]([N:8]2[CH:12]=[C:11](/[CH:13]=[C:18](/[N+:15]([O-:17])=[O:16])\[CH3:19])[CH:10]=[N:9]2)=[N:6][CH:7]=1. (3) Given the reactants [ClH:1].[CH3:2][C:3]([CH3:24])([CH3:23])[CH2:4][O:5][C:6]1[CH:7]=[CH:8][C:9]([N:12]2[C:16](=[O:17])[C:15]([N:18]3[CH:22]=[CH:21][N:20]=[CH:19]3)=[CH:14][NH:13]2)=[N:10][CH:11]=1, predict the reaction product. The product is: [ClH:1].[CH3:2][C:3]([CH3:24])([CH3:23])[CH2:4][O:5][C:6]1[CH:7]=[CH:8][C:9]([N:12]2[C:16](=[O:17])[C:15]([N:18]3[CH:22]=[CH:21][N:20]=[CH:19]3)=[CH:14][NH:13]2)=[N:10][CH:11]=1.